From a dataset of Catalyst prediction with 721,799 reactions and 888 catalyst types from USPTO. Predict which catalyst facilitates the given reaction. Reactant: [CH3:1][CH:2]([CH3:14])[CH:3]([OH:13])/[CH:4]=[CH:5]/[C:6]1[CH:11]=[CH:10][C:9]([CH3:12])=[CH:8][CH:7]=1. Product: [CH3:14][CH:2]([CH:3]([OH:13])[CH2:4][CH2:5][C:6]1[CH:11]=[CH:10][C:9]([CH3:12])=[CH:8][CH:7]=1)[CH3:1]. The catalyst class is: 381.